Dataset: hERG potassium channel inhibition data for cardiac toxicity prediction from Karim et al.. Task: Regression/Classification. Given a drug SMILES string, predict its toxicity properties. Task type varies by dataset: regression for continuous values (e.g., LD50, hERG inhibition percentage) or binary classification for toxic/non-toxic outcomes (e.g., AMES mutagenicity, cardiotoxicity, hepatotoxicity). Dataset: herg_karim. (1) The drug is Nc1ccc(-c2ccsc2)cc1NC(=O)c1ccc(N2CCC3(CCNC3)CC2)nc1. The result is 1 (blocker). (2) The compound is Nc1ccc(-c2cccs2)cc1NC(=O)c1ccc(N2CCC3(CCN(CCO)C3)CC2)nc1. The result is 1 (blocker). (3) The drug is Nc1cccc(C(Cc2cccnc2-c2cc(Cl)cc(Cl)c2)c2cccnc2)n1. The result is 0 (non-blocker). (4) The compound is C[C@@H]1CN(c2nnc(C(F)(F)F)o2)CCN1c1ncc(OCc2ccncc2C#N)cn1. The result is 0 (non-blocker). (5) The compound is O=C(NC1CCN(Cc2ccn(-c3ccc(C(F)(F)F)cc3)c2)CC1)NC(c1ccccc1)c1ncc[nH]1. The result is 0 (non-blocker). (6) The compound is Cc1cc(C#N)ccc1-c1ccnc(NCc2cc(-c3ccccn3)[nH]n2)c1. The result is 1 (blocker). (7) The drug is O=c1ccc2ncc(F)c3c2n1CC3(O)CC12CCC(N/C=C/c3c(F)cccc3F)(CC1)CO2. The result is 1 (blocker).